From a dataset of Full USPTO retrosynthesis dataset with 1.9M reactions from patents (1976-2016). Predict the reactants needed to synthesize the given product. (1) Given the product [N+:26]([C:25]1[C:20]([NH:1][C:2]2[CH:11]=[C:10]3[C:5]([CH:6]=[CH:7][CH:8]=[C:9]3[N:12]3[CH2:17][CH2:16][N:15]([CH3:18])[CH2:14][CH2:13]3)=[CH:4][CH:3]=2)=[N:21][CH:22]=[CH:23][CH:24]=1)([O-:28])=[O:27], predict the reactants needed to synthesize it. The reactants are: [NH2:1][C:2]1[CH:11]=[C:10]2[C:5]([CH:6]=[CH:7][CH:8]=[C:9]2[N:12]2[CH2:17][CH2:16][N:15]([CH3:18])[CH2:14][CH2:13]2)=[CH:4][CH:3]=1.Cl[C:20]1[C:25]([N+:26]([O-:28])=[O:27])=[CH:24][CH:23]=[CH:22][N:21]=1. (2) Given the product [Cl:1][C:2]1[CH:3]=[C:4]([C:9]2[C:10]3[CH:21]=[C:20]([C:22]([OH:25])([CH3:24])[CH3:23])[S:19][C:11]=3[N:12]=[C:13]([NH:27][CH3:26])[N:14]=2)[CH:5]=[CH:6][C:7]=1[Cl:8], predict the reactants needed to synthesize it. The reactants are: [Cl:1][C:2]1[CH:3]=[C:4]([C:9]2[C:10]3[CH:21]=[C:20]([C:22]([OH:25])([CH3:24])[CH3:23])[S:19][C:11]=3[N:12]=[C:13](S(C)(=O)=O)[N:14]=2)[CH:5]=[CH:6][C:7]=1[Cl:8].[CH3:26][NH2:27].